Dataset: Reaction yield outcomes from USPTO patents with 853,638 reactions. Task: Predict the reaction yield, written as a fraction of the theoretical maximum amount of product (1.0 means a 100% yield; for example, 0.34 means a 34% yield). (1) The reactants are [C:1]([O:5][C:6](=[O:20])[NH:7][CH2:8][C:9](=O)[CH2:10][NH:11][C:12]([O:14][C:15]([CH3:18])([CH3:17])[CH3:16])=[O:13])([CH3:4])([CH3:3])[CH3:2].[C:21]([CH:26]=P(C1C=CC=CC=1)(C1C=CC=CC=1)C1C=CC=CC=1)([O:23][CH2:24][CH3:25])=[O:22]. The catalyst is C1C=CC=CC=1. The product is [CH2:24]([O:23][C:21](=[O:22])[CH:26]=[C:9]([CH2:10][NH:11][C:12]([O:14][C:15]([CH3:18])([CH3:17])[CH3:16])=[O:13])[CH2:8][NH:7][C:6]([O:5][C:1]([CH3:4])([CH3:3])[CH3:2])=[O:20])[CH3:25]. The yield is 0.750. (2) The reactants are C[O:2][C:3]1[CH:4]=[C:5]([C:9]([C:11]2[CH:16]=[CH:15][CH:14]=[CH:13][CH:12]=2)=[O:10])[CH:6]=[CH:7][CH:8]=1.Br.CCOC(C)=O. The catalyst is CC(O)=O. The product is [OH:2][C:3]1[CH:4]=[C:5]([C:9]([C:11]2[CH:16]=[CH:15][CH:14]=[CH:13][CH:12]=2)=[O:10])[CH:6]=[CH:7][CH:8]=1. The yield is 0.910.